This data is from Full USPTO retrosynthesis dataset with 1.9M reactions from patents (1976-2016). The task is: Predict the reactants needed to synthesize the given product. (1) Given the product [CH3:27][N:24]([CH2:2][C:3]1[CH:8]=[CH:7][C:6]([NH2:9])=[CH:5][C:4]=1[C:16]([F:19])([F:18])[F:17])[CH3:22], predict the reactants needed to synthesize it. The reactants are: Br[CH2:2][C:3]1[CH:8]=[CH:7][C:6]([NH:9]C(=O)C(F)(F)F)=[CH:5][C:4]=1[C:16]([F:19])([F:18])[F:17].FC(F)(F)[C:22]([NH2:24])=O.[CH3:27]C(C)=O.C(Cl)Cl.N. (2) Given the product [CH3:8][O:7][C:5](=[O:6])[CH:4]([C:13]1[CH:18]=[CH:17][C:16]([F:19])=[CH:15][C:14]=1[N+:20]([O-:22])=[O:21])[C:3]([O:10][CH3:11])=[O:9], predict the reactants needed to synthesize it. The reactants are: [H-].[Na+].[C:3]([O:10][CH3:11])(=[O:9])[CH2:4][C:5]([O:7][CH3:8])=[O:6].F[C:13]1[CH:18]=[CH:17][C:16]([F:19])=[CH:15][C:14]=1[N+:20]([O-:22])=[O:21].Cl.